Predict the reactants needed to synthesize the given product. From a dataset of Full USPTO retrosynthesis dataset with 1.9M reactions from patents (1976-2016). (1) Given the product [Cl:2][C:3]1[CH:8]=[C:7]2[C:6](=[CH:5][CH:4]=1)[N:9]([CH2:17][C:16]([N:40]([CH3:41])[CH3:39])=[O:15])[C:23]1[CH2:22][N:25]([CH3:27])[CH2:20][CH2:19][C:24]2=1, predict the reactants needed to synthesize it. The reactants are: Cl.[Cl:2][C:3]1[CH:8]=[CH:7][C:6]([NH:9]N)=[CH:5][CH:4]=1.BrCC([O:15][CH2:16][CH3:17])=O.Cl[C:19]1[CH:24]=[CH:23][C:22]([N:25]([CH2:27]C(OCC)=O)N)=C[CH:20]=1.C(OC(OCC)CC[CH2:39][NH:40][CH3:41])C.ClC1C=C2C(=CC=1)N(CC(OCC)=O)C=C2CCNC.C=O.C(O)(C(F)(F)F)=O.ClC1C=C2C(=CC=1)N(CC(O)=O)C1CN(C)CCC2=1.CNC.CCN=C=NCCCN(C)C. (2) Given the product [C:16]1([N:26]2[CH2:27][CH2:28][N:29]([CH2:32][CH2:33][CH2:34][CH2:35][O:36][C:5]3[N:6]=[CH:7][C:8]4[CH:14]=[CH:13][C:12](=[O:15])[NH:11][C:9]=4[N:10]=3)[CH2:30][CH2:31]2)[C:25]2[C:20](=[CH:21][CH:22]=[CH:23][CH:24]=2)[CH:19]=[CH:18][CH:17]=1, predict the reactants needed to synthesize it. The reactants are: CS([C:5]1[N:6]=[CH:7][C:8]2[CH:14]=[CH:13][C:12](=[O:15])[NH:11][C:9]=2[N:10]=1)(=O)=O.[C:16]1([N:26]2[CH2:31][CH2:30][N:29]([CH2:32][CH2:33][CH2:34][CH2:35][OH:36])[CH2:28][CH2:27]2)[C:25]2[C:20](=[CH:21][CH:22]=[CH:23][CH:24]=2)[CH:19]=[CH:18][CH:17]=1. (3) Given the product [CH2:1]([C:4]1[S:28][C:7]2[N:8]=[C:9]([C:25]([NH2:41])=[O:27])[N:10]=[C:11]([N:12]3[CH2:17][CH2:16][N:15]4[C:18]([C:21]([F:22])([F:23])[F:24])=[N:19][N:20]=[C:14]4[CH2:13]3)[C:6]=2[CH:5]=1)[CH2:2][CH3:3], predict the reactants needed to synthesize it. The reactants are: [CH2:1]([C:4]1[S:28][C:7]2[N:8]=[C:9]([C:25]([OH:27])=O)[N:10]=[C:11]([N:12]3[CH2:17][CH2:16][N:15]4[C:18]([C:21]([F:24])([F:23])[F:22])=[N:19][N:20]=[C:14]4[CH2:13]3)[C:6]=2[CH:5]=1)[CH2:2][CH3:3].[Cl-].[NH4+].C(Cl)CCl.C1C=CC2N(O)N=[N:41]C=2C=1.C(N(C(C)C)CC)(C)C. (4) Given the product [Cl:29][C:27]1[N:26]=[N:25][C:24]([O:11][C:5]2[C:6]([CH3:10])=[CH:7][CH:8]=[CH:9][C:4]=2[CH:1]2[CH2:3][CH2:2]2)=[C:23]([OH:22])[CH:28]=1, predict the reactants needed to synthesize it. The reactants are: [CH:1]1([C:4]2[CH:9]=[CH:8][CH:7]=[C:6]([CH3:10])[C:5]=2[OH:11])[CH2:3][CH2:2]1.ClC1C=CC=CC=1Cl.[OH-].[K+].[OH:22][C:23]1[CH:28]=[C:27]([Cl:29])[N:26]=[N:25][C:24]=1Cl. (5) The reactants are: [OH:1][CH:2]([C:6]1[CH:7]=[CH:8][C:9]2[NH:15][C:14]3[N:16]=[C:17]([C:20]([F:23])([F:22])[F:21])[CH:18]=[CH:19][C:13]=3[CH2:12][N:11]([S:24]([C:27]3[CH:32]=[CH:31][C:30]([O:33][C:34]([F:37])([F:36])[F:35])=[CH:29][CH:28]=3)(=[O:26])=[O:25])[C:10]=2[CH:38]=1)C(O)=O.F[P-](F)(F)(F)(F)F.N1(O[P+](N(C)C)(N(C)C)N(C)C)C2C=CC=CC=2N=N1.CN.Cl.C(N(C(C)C)CC)(C)C.[CH3:78][N:79]([CH:81]=[O:82])C. Given the product [OH:1][CH:2]([C:6]1[CH:7]=[CH:8][C:9]2[NH:15][C:14]3[N:16]=[C:17]([C:20]([F:22])([F:23])[F:21])[CH:18]=[CH:19][C:13]=3[CH2:12][N:11]([S:24]([C:27]3[CH:32]=[CH:31][C:30]([O:33][C:34]([F:35])([F:36])[F:37])=[CH:29][CH:28]=3)(=[O:25])=[O:26])[C:10]=2[CH:38]=1)[C:81]([NH:79][CH3:78])=[O:82], predict the reactants needed to synthesize it.